Task: Regression. Given two drug SMILES strings and cell line genomic features, predict the synergy score measuring deviation from expected non-interaction effect.. Dataset: Merck oncology drug combination screen with 23,052 pairs across 39 cell lines (1) Drug 1: O=C(CCCCCCC(=O)Nc1ccccc1)NO. Drug 2: NC(=O)c1cccc2cn(-c3ccc(C4CCCNC4)cc3)nc12. Cell line: HCT116. Synergy scores: synergy=-4.33. (2) Drug 1: O=P1(N(CCCl)CCCl)NCCCO1. Drug 2: CC1(c2nc3c(C(N)=O)cccc3[nH]2)CCCN1. Cell line: SKMEL30. Synergy scores: synergy=3.11. (3) Drug 1: C#Cc1cccc(Nc2ncnc3cc(OCCOC)c(OCCOC)cc23)c1. Drug 2: COC1=C2CC(C)CC(OC)C(O)C(C)C=C(C)C(OC(N)=O)C(OC)C=CC=C(C)C(=O)NC(=CC1=O)C2=O. Cell line: RPMI7951. Synergy scores: synergy=-10.7.